Dataset: Reaction yield outcomes from USPTO patents with 853,638 reactions. Task: Predict the reaction yield, written as a fraction of the theoretical maximum amount of product (1.0 means a 100% yield; for example, 0.34 means a 34% yield). (1) The reactants are C[O:2][C:3]([C:5]1[CH:6]=[C:7]([NH:11][C:12]2[N:17]=[C:16]([NH:18][C:19]3[CH:24]=[CH:23][CH:22]=[C:21]([C:25]([O:27]C)=[O:26])[CH:20]=3)[C:15]([F:29])=[CH:14][N:13]=2)[CH:8]=[CH:9][CH:10]=1)=[O:4].[OH-].[Na+]. The catalyst is C1COCC1.O.C(OCC)(=O)C. The product is [C:3]([C:5]1[CH:6]=[C:7]([NH:11][C:12]2[N:17]=[C:16]([NH:18][C:19]3[CH:24]=[CH:23][CH:22]=[C:21]([C:25]([OH:27])=[O:26])[CH:20]=3)[C:15]([F:29])=[CH:14][N:13]=2)[CH:8]=[CH:9][CH:10]=1)([OH:4])=[O:2]. The yield is 0.580. (2) The reactants are [F:1][C:2]1[CH:7]=[CH:6][C:5]([CH2:8][N:9]([CH3:26])[CH2:10][CH2:11][C:12]2[CH:13]=[N:14][N:15]([C:17]3[CH:22]=[C:21]([C:23]([OH:25])=O)[CH:20]=[CH:19][N:18]=3)[CH:16]=2)=[CH:4][CH:3]=1.[N:27]#[C:28][NH2:29].CN(C(ON1N=NC2C=CC=NC1=2)=[N+](C)C)C.F[P-](F)(F)(F)(F)F.CCN(C(C)C)C(C)C. The catalyst is CN(C=O)C. The product is [C:28]([NH:29][C:23]([C:21]1[CH:20]=[CH:19][N:18]=[C:17]([N:15]2[CH:16]=[C:12]([CH2:11][CH2:10][N:9]([CH2:8][C:5]3[CH:4]=[CH:3][C:2]([F:1])=[CH:7][CH:6]=3)[CH3:26])[CH:13]=[N:14]2)[CH:22]=1)=[O:25])#[N:27]. The yield is 0.200. (3) The reactants are COC1C=CC(C[NH:8][C:9]2[C:14]([C:15]3[N:16]=[CH:17][S:18][C:19]=3[C:20]3[CH:25]=[CH:24][CH:23]=[C:22]([Cl:26])[C:21]=3[Cl:27])=[CH:13][C:12]([C:28]3[CH:29]=[N:30][CH:31]=[CH:32][CH:33]=3)=[CH:11][N:10]=2)=CC=1. The catalyst is C(O)(C(F)(F)F)=O. The product is [Cl:27][C:21]1[C:22]([Cl:26])=[CH:23][CH:24]=[CH:25][C:20]=1[C:19]1[S:18][CH:17]=[N:16][C:15]=1[C:14]1[C:9]([NH2:8])=[N:10][CH:11]=[C:12]([C:28]2[CH:29]=[N:30][CH:31]=[CH:32][CH:33]=2)[CH:13]=1. The yield is 0.0900. (4) The reactants are [CH2:1]([O:8][C@@H:9]1[C@@:13]([CH2:23][OH:24])([CH2:14][O:15][CH2:16][C:17]2[CH:22]=[CH:21][CH:20]=[CH:19][CH:18]=2)[O:12][C@@H:11]([N:25]2[CH:32]=[CH:31][C:29](=[O:30])[NH:28][C:26]2=[O:27])[C@@H:10]1[OH:33])[C:2]1[CH:7]=[CH:6][CH:5]=[CH:4][CH:3]=1.[C:34]1([CH3:44])[CH:39]=[CH:38][C:37]([S:40](Cl)(=[O:42])=[O:41])=[CH:36][CH:35]=1. The catalyst is ClCCl.CN(C1C=CN=CC=1)C. The product is [CH2:1]([O:8][C@@H:9]1[C@@:13]([CH2:23][O:24][S:40]([C:37]2[CH:38]=[CH:39][C:34]([CH3:44])=[CH:35][CH:36]=2)(=[O:42])=[O:41])([CH2:14][O:15][CH2:16][C:17]2[CH:22]=[CH:21][CH:20]=[CH:19][CH:18]=2)[O:12][C@@H:11]([N:25]2[CH:32]=[CH:31][C:29](=[O:30])[NH:28][C:26]2=[O:27])[C@@H:10]1[O:33][S:40]([C:37]1[CH:38]=[CH:39][C:34]([CH3:44])=[CH:35][CH:36]=1)(=[O:42])=[O:41])[C:2]1[CH:3]=[CH:4][CH:5]=[CH:6][CH:7]=1. The yield is 0.780. (5) The reactants are [CH3:1][C:2]1[CH:7]=[CH:6][C:5]([C:8](=[CH2:11])C=O)=[CH:4][CH:3]=1.[CH:12](OCC)(OCC)[O:13][CH2:14][CH3:15].Cl[CH2:23]Cl. The catalyst is C(OCC)C. The product is [CH2:14]([O:13][CH:12]1[C:4]2[C:5](=[CH:6][CH:7]=[C:2]([CH3:1])[CH:3]=2)[CH:8]=[C:11]1[CH3:23])[CH3:15]. The yield is 0.240. (6) The reactants are [F:1][C:2]([F:19])([F:18])[C:3]1[CH:4]=[C:5]([CH:15]=[CH:16][CH:17]=1)[NH:6][CH2:7][C:8]([O:10][C:11]([CH3:14])([CH3:13])[CH3:12])=[O:9].[Cl:20][CH2:21][C:22](Cl)=[O:23].C([N+](CCCC)(CCCC)CCCC)CCC.C([O-])([O-])=O.[K+].[K+]. The catalyst is C(Cl)Cl.O. The product is [Cl:20][CH2:21][C:22]([N:6]([CH2:7][C:8]([O:10][C:11]([CH3:13])([CH3:14])[CH3:12])=[O:9])[C:5]1[CH:15]=[CH:16][CH:17]=[C:3]([C:2]([F:18])([F:19])[F:1])[CH:4]=1)=[O:23]. The yield is 0.620. (7) The reactants are [Br:1][C:2]1[N:3]=[C:4]([C:7](=S)[NH:8][C@@H:9]([CH3:14])[C:10]([F:13])([F:12])[F:11])[S:5][CH:6]=1.O.[NH2:17][NH2:18]. No catalyst specified. The product is [Br:1][C:2]1[N:3]=[C:4]([C:7](=[N:17][NH2:18])[NH:8][C@@H:9]([CH3:14])[C:10]([F:13])([F:12])[F:11])[S:5][CH:6]=1. The yield is 1.00. (8) The reactants are [N:1]1([C:7]2[N:12]3[N:13]=[C:14]([C:16]4[CH:21]=[CH:20][CH:19]=[CH:18][CH:17]=4)[CH:15]=[C:11]3[N:10]=[C:9]([NH:22][NH2:23])[CH:8]=2)[CH2:6][CH2:5][O:4][CH2:3][CH2:2]1.[CH3:24][C:25]1[O:26][C:27]2[C:33]([CH:34]=O)=[CH:32][CH:31]=[CH:30][C:28]=2[CH:29]=1.C(O)(=O)C. The catalyst is C(O)C. The product is [CH3:24][C:25]1[O:26][C:27]2[C:33]([CH:34]=[N:23][NH:22][C:9]3[CH:8]=[C:7]([N:1]4[CH2:6][CH2:5][O:4][CH2:3][CH2:2]4)[N:12]4[N:13]=[C:14]([C:16]5[CH:21]=[CH:20][CH:19]=[CH:18][CH:17]=5)[CH:15]=[C:11]4[N:10]=3)=[CH:32][CH:31]=[CH:30][C:28]=2[CH:29]=1. The yield is 0.780.